This data is from Full USPTO retrosynthesis dataset with 1.9M reactions from patents (1976-2016). The task is: Predict the reactants needed to synthesize the given product. (1) Given the product [CH2:11]([N:18]1[CH2:24][CH:23]([CH2:25][O:26][Si:27]([C:30]([CH3:33])([CH3:32])[CH3:31])([CH3:29])[CH3:28])[CH:22]([C:34]2[CH:39]=[CH:38][C:37]([Cl:40])=[C:36]([F:41])[CH:35]=2)[O:21][CH2:20][CH2:19]1)[C:12]1[CH:13]=[CH:14][CH:15]=[CH:16][CH:17]=1, predict the reactants needed to synthesize it. The reactants are: [Cl-].[Al+3].[Cl-].[Cl-].[H-].[Al+3].[Li+].[H-].[H-].[H-].[CH2:11]([N:18]1[CH2:24][CH:23]([CH2:25][O:26][Si:27]([C:30]([CH3:33])([CH3:32])[CH3:31])([CH3:29])[CH3:28])[CH:22]([C:34]2[CH:39]=[CH:38][C:37]([Cl:40])=[C:36]([F:41])[CH:35]=2)[O:21][CH2:20][C:19]1=O)[C:12]1[CH:17]=[CH:16][CH:15]=[CH:14][CH:13]=1.O.O.O.O.C(C(C(C([O-])=O)O)O)([O-])=O.[Na+].[K+]. (2) Given the product [ClH:25].[Cl:25][C:15]1[CH:16]=[CH:17][C:18]2[CH2:19][CH2:20][NH:21][CH2:22][CH2:23][C:24]=2[C:14]=1[NH:13][CH2:12][C:11]1[CH:26]=[CH:27][C:8]([C:6](=[S:37])[NH:5][C:1]([CH3:4])([CH3:3])[CH3:2])=[CH:9][CH:10]=1, predict the reactants needed to synthesize it. The reactants are: [C:1]([NH:5][C:6]([C:8]1[CH:27]=[CH:26][C:11]([CH2:12][NH:13][C:14]2[C:24]3[CH2:23][CH2:22][NH:21][CH2:20][CH2:19][C:18]=3[CH:17]=[CH:16][C:15]=2[Cl:25])=[CH:10][CH:9]=1)=O)([CH3:4])([CH3:3])[CH3:2].COC1C=CC(P2(=S)SP(=S)(C3C=CC(OC)=CC=3)[S:37]2)=CC=1. (3) Given the product [F:19][C:20]1[C:25]([CH:26]([CH3:28])[CH3:27])=[CH:24][C:23]([C:2]2[CH:7]=[CH:6][C:5]([C:8]([F:11])([F:10])[F:9])=[CH:4][C:3]=2[C@H:12]2[O:16][C:15](=[O:17])[NH:14][C@@H:13]2[CH3:18])=[C:22]([O:32][CH3:33])[CH:21]=1, predict the reactants needed to synthesize it. The reactants are: I[C:2]1[CH:7]=[CH:6][C:5]([C:8]([F:11])([F:10])[F:9])=[CH:4][C:3]=1[C@H:12]1[O:16][C:15](=[O:17])[NH:14][C@@H:13]1[CH3:18].[F:19][C:20]1[C:25]([CH:26]([CH3:28])[CH3:27])=[CH:24][C:23](B(O)O)=[C:22]([O:32][CH3:33])[CH:21]=1. (4) Given the product [Cl:27][C:23]1[C:24]([CH3:26])=[CH:25][C:20]([O:19][CH2:18][CH2:17][CH2:16][C:7]2[C:6]3[C:10](=[C:2]([C:30]4[O:29][CH:33]=[CH:32][CH:31]=4)[CH:3]=[CH:4][CH:5]=3)[NH:9][C:8]=2[C:11]([O:13][CH2:14][CH3:15])=[O:12])=[CH:21][C:22]=1[CH3:28], predict the reactants needed to synthesize it. The reactants are: Br[C:2]1[CH:3]=[CH:4][CH:5]=[C:6]2[C:10]=1[NH:9][C:8]([C:11]([O:13][CH2:14][CH3:15])=[O:12])=[C:7]2[CH2:16][CH2:17][CH2:18][O:19][C:20]1[CH:25]=[C:24]([CH3:26])[C:23]([Cl:27])=[C:22]([CH3:28])[CH:21]=1.[O:29]1[CH:33]=[CH:32][CH:31]=[C:30]1B(O)O.[F-].[Cs+]. (5) Given the product [N:14]1([CH2:18][CH2:19][N:20]2[CH:24]=[C:23]([C:25]3[CH:30]=[CH:29][C:28]([F:31])=[C:27]([CH3:32])[CH:26]=3)[N:22]=[C:21]2[CH:33]2[CH2:34][CH2:35][N:36]([C:7]3[N:6]=[CH:5][N:4]=[C:3]([NH2:9])[C:2]=3[Br:1])[CH2:37][CH2:38]2)[CH2:15][CH2:16][CH2:17]1, predict the reactants needed to synthesize it. The reactants are: [Br:1][C:2]1[C:3]([NH2:9])=[N:4][CH:5]=[N:6][C:7]=1Cl.Cl.Cl.Cl.Cl.[N:14]1([CH2:18][CH2:19][N:20]2[CH:24]=[C:23]([C:25]3[CH:30]=[CH:29][C:28]([F:31])=[C:27]([CH3:32])[CH:26]=3)[N:22]=[C:21]2[CH:33]2[CH2:38][CH2:37][NH:36][CH2:35][CH2:34]2)[CH2:17][CH2:16][CH2:15]1.C([O-])([O-])=O.[Cs+].[Cs+].O. (6) Given the product [F:28][C:4]1[CH:5]=[C:6]2[C:10](=[C:2](/[CH:33]=[CH:32]/[C:30]([CH3:31])([OH:34])[CH3:29])[CH:3]=1)[NH:9][CH:8]=[C:7]2[C:11]1[CH:16]=[CH:15][N:14]=[C:13]([NH:17][CH:18]2[CH2:19][C:20]([CH3:27])([CH3:26])[NH:21][C:22]([CH3:25])([CH3:24])[CH2:23]2)[N:12]=1, predict the reactants needed to synthesize it. The reactants are: Cl[C:2]1[CH:3]=[C:4]([F:28])[CH:5]=[C:6]2[C:10]=1[NH:9][CH:8]=[C:7]2[C:11]1[CH:16]=[CH:15][N:14]=[C:13]([NH:17][CH:18]2[CH2:23][C:22]([CH3:25])([CH3:24])[NH:21][C:20]([CH3:27])([CH3:26])[CH2:19]2)[N:12]=1.[CH3:29][C:30]([OH:34])([CH:32]=[CH2:33])[CH3:31].CCCC[N+](CCCC)(CCCC)CCCC.[F-]. (7) Given the product [NH2:31][C:29]1[N:28]=[C:27]([NH2:51])[CH:26]=[C:25]([O:24][CH2:23][CH:22]([O:21][CH2:102][P:103]([OH:112])([OH:108])=[O:104])[CH2:71][OH:72])[N:30]=1, predict the reactants needed to synthesize it. The reactants are: C(Cl)(C1C=CC=CC=1)(C1C=CC=CC=1)C1C=CC=CC=1.[OH:21][CH:22]([CH2:71][O:72]C(C1C=CC=CC=1)(C1C=CC=CC=1)C1C=CC=CC=1)[CH2:23][O:24][C:25]1[N:30]=[C:29]([NH:31]C(C2C=CC=CC=2)(C2C=CC=CC=2)C2C=CC=CC=2)[N:28]=[C:27]([NH:51]C(C2C=CC=CC=2)(C2C=CC=CC=2)C2C=CC=CC=2)[CH:26]=1.C1(C)C=CC(S(O[CH2:102][P:103](=[O:112])([O:108]C(C)C)[O:104]C(C)C)(=O)=O)=CC=1.[H-].[Na+]. (8) Given the product [Br:28][C:29]1[N:34]=[CH:33][C:32]([O:15][CH2:14][CH:11]2[CH2:12][CH2:13][N:8]([C:1]([O:3][C:4]([CH3:7])([CH3:6])[CH3:5])=[O:2])[CH2:9][CH2:10]2)=[CH:31][CH:30]=1, predict the reactants needed to synthesize it. The reactants are: [C:1]([N:8]1[CH2:13][CH2:12][CH:11]([CH2:14][OH:15])[CH2:10][CH2:9]1)([O:3][C:4]([CH3:7])([CH3:6])[CH3:5])=[O:2].CCN(CC)CC.CS(Cl)(=O)=O.[Br:28][C:29]1[N:34]=[CH:33][C:32](O)=[CH:31][CH:30]=1.C([O-])([O-])=O.[K+].[K+]. (9) Given the product [C:46]([O:45][C:43](=[O:44])[CH2:42][NH:1][CH:2]1[CH2:3][CH2:4][CH:5]([CH2:8][NH:9][C:10]2[C:15]([N+:16]([O-:18])=[O:17])=[CH:14][N:13]=[C:12]([NH:19][CH2:20][C:21]3[CH:26]=[CH:25][CH:24]=[CH:23][C:22]=3[O:27][C:28]([F:30])([F:31])[F:29])[N:11]=2)[CH2:6][CH2:7]1)([CH3:49])([CH3:48])[CH3:47], predict the reactants needed to synthesize it. The reactants are: [NH2:1][CH:2]1[CH2:7][CH2:6][CH:5]([CH2:8][NH:9][C:10]2[C:15]([N+:16]([O-:18])=[O:17])=[CH:14][N:13]=[C:12]([NH:19][CH2:20][C:21]3[CH:26]=[CH:25][CH:24]=[CH:23][C:22]=3[O:27][C:28]([F:31])([F:30])[F:29])[N:11]=2)[CH2:4][CH2:3]1.C(N(CC)C(C)C)(C)C.Br[CH2:42][C:43]([O:45][C:46]([CH3:49])([CH3:48])[CH3:47])=[O:44].